From a dataset of Peptide-MHC class I binding affinity with 185,985 pairs from IEDB/IMGT. Regression. Given a peptide amino acid sequence and an MHC pseudo amino acid sequence, predict their binding affinity value. This is MHC class I binding data. (1) The peptide sequence is GAAAQFNAS. The MHC is HLA-B15:01 with pseudo-sequence HLA-B15:01. The binding affinity (normalized) is 0.147. (2) The peptide sequence is QEDEEHYLM. The MHC is Mamu-A11 with pseudo-sequence Mamu-A11. The binding affinity (normalized) is 0.365. (3) The peptide sequence is YELDLWGKI. The binding affinity (normalized) is 0.0847. The MHC is HLA-A02:03 with pseudo-sequence HLA-A02:03. (4) The peptide sequence is APRTVALTA. The MHC is HLA-A69:01 with pseudo-sequence HLA-A69:01. The binding affinity (normalized) is 0.0847. (5) The peptide sequence is CFMYSDFHF. The MHC is HLA-A31:01 with pseudo-sequence HLA-A31:01. The binding affinity (normalized) is 0.0847.